This data is from Reaction yield outcomes from USPTO patents with 853,638 reactions. The task is: Predict the reaction yield, written as a fraction of the theoretical maximum amount of product (1.0 means a 100% yield; for example, 0.34 means a 34% yield). (1) The reactants are [N:1](OC(C)(C)C)=O.[CH2:8]([O:15][C:16]1[CH:23]=[CH:22][C:19]([C:20]#[N:21])=[C:18]([NH:24][CH2:25][C@H:26]([OH:28])[CH3:27])[CH:17]=1)[C:9]1[CH:14]=[CH:13][CH:12]=[CH:11][CH:10]=1.CO.C([O-])(=O)C.[NH4+]. The catalyst is O1CCCC1.[Zn].C(OCC)(=O)C. The product is [CH2:8]([O:15][C:16]1[CH:17]=[C:18]2[C:19]([C:20]([NH2:1])=[N:21][N:24]2[CH2:25][C@H:26]([OH:28])[CH3:27])=[CH:22][CH:23]=1)[C:9]1[CH:14]=[CH:13][CH:12]=[CH:11][CH:10]=1. The yield is 0.780. (2) The reactants are [F:1][C:2]1[CH:28]=[C:27]([F:29])[CH:26]=[CH:25][C:3]=1[O:4][CH:5]1[CH2:10][CH2:9][N:8]([C:11]2[N:12]=[C:13]3[CH2:24][CH2:23][NH:22][CH2:21][C:14]3=[N:15][C:16]=2[NH:17][CH:18]([CH3:20])[CH3:19])[CH2:7][CH2:6]1.C(N(CC)CC)C.[C:37](Cl)(=[O:40])[O:38][CH3:39]. The catalyst is C(Cl)Cl. The product is [F:1][C:2]1[CH:28]=[C:27]([F:29])[CH:26]=[CH:25][C:3]=1[O:4][CH:5]1[CH2:6][CH2:7][N:8]([C:11]2[N:12]=[C:13]3[CH2:24][CH2:23][N:22]([C:37]([O:38][CH3:39])=[O:40])[CH2:21][C:14]3=[N:15][C:16]=2[NH:17][CH:18]([CH3:20])[CH3:19])[CH2:9][CH2:10]1. The yield is 0.930. (3) The reactants are [F:1][CH:2]([F:13])[C:3]1[CH:4]=[C:5]([CH:10]=[CH:11][CH:12]=1)[C:6]([O:8]C)=[O:7].[Li+].[OH-]. The catalyst is C1COCC1. The product is [F:1][CH:2]([F:13])[C:3]1[CH:4]=[C:5]([CH:10]=[CH:11][CH:12]=1)[C:6]([OH:8])=[O:7]. The yield is 0.780. (4) The reactants are [CH3:1][C:2]1([CH3:18])[NH:6][S:5](=[O:8])(=[O:7])[N:4]([C:9]2[CH:16]=[C:15]([F:17])[CH:14]=[CH:13][C:10]=2[C:11]#[N:12])[CH2:3]1.[H-].[Na+].I[CH3:22]. The catalyst is CN(C=O)C.O. The product is [F:17][C:15]1[CH:14]=[CH:13][C:10]([C:11]#[N:12])=[C:9]([N:4]2[CH2:3][C:2]([CH3:18])([CH3:1])[N:6]([CH3:22])[S:5]2(=[O:8])=[O:7])[CH:16]=1. The yield is 1.00. (5) The reactants are [OH:1][C:2]1[CH:3]=[CH:4][C:5]([C:8]([O:10][CH3:11])=[O:9])=[N:6][CH:7]=1.[H-].[Na+].Br[C:15]1[C:19]2[CH:20]=[CH:21][C:22]([O:24][CH3:25])=[CH:23][C:18]=2[S:17](=[O:26])[C:16]=1[C:27]1[CH:32]=[CH:31][C:30]([O:33][CH3:34])=[CH:29][CH:28]=1. The catalyst is CN(C=O)C. The product is [CH3:25][O:24][C:22]1[CH:21]=[CH:20][C:19]2[C:15]([O:1][C:2]3[CH:3]=[CH:4][C:5]([C:8]([O:10][CH3:11])=[O:9])=[N:6][CH:7]=3)=[C:16]([C:27]3[CH:32]=[CH:31][C:30]([O:33][CH3:34])=[CH:29][CH:28]=3)[S:17](=[O:26])[C:18]=2[CH:23]=1. The yield is 0.520. (6) The reactants are [CH3:1][C:2]([S:5]([C:8]1[CH:13]=[CH:12][C:11]([N:14]2[NH:23][C:22](=O)[C:21]3[C:16](=[CH:17][CH:18]=[CH:19][CH:20]=3)[C:15]2=[O:25])=[CH:10][CH:9]=1)(=[O:7])=[O:6])([CH3:4])[CH3:3].P(Br)(Br)([Br:28])=O. The catalyst is O. The product is [Br:28][C:22]1[C:21]2[C:16](=[CH:17][CH:18]=[CH:19][CH:20]=2)[C:15](=[O:25])[N:14]([C:11]2[CH:12]=[CH:13][C:8]([S:5]([C:2]([CH3:4])([CH3:3])[CH3:1])(=[O:7])=[O:6])=[CH:9][CH:10]=2)[N:23]=1. The yield is 0.180.